Predict the product of the given reaction. From a dataset of Forward reaction prediction with 1.9M reactions from USPTO patents (1976-2016). (1) Given the reactants [CH3:1][O:2][C:3]1[CH:4]=[C:5]([CH:9]=[CH:10][C:11]=1[O:12][CH2:13][C:14]1[CH:19]=[CH:18][N:17]=[CH:16][CH:15]=1)[C:6]([OH:8])=O.[NH2:20][C:21]1[CH:26]=[CH:25][C:24]([C:27]2([C:32]#[N:33])[CH2:31][CH2:30][CH2:29][CH2:28]2)=[CH:23][CH:22]=1.C1C=CC2N(O)N=NC=2C=1.C(Cl)CCl, predict the reaction product. The product is: [C:32]([C:27]1([C:24]2[CH:23]=[CH:22][C:21]([NH:20][C:6](=[O:8])[C:5]3[CH:9]=[CH:10][C:11]([O:12][CH2:13][C:14]4[CH:19]=[CH:18][N:17]=[CH:16][CH:15]=4)=[C:3]([O:2][CH3:1])[CH:4]=3)=[CH:26][CH:25]=2)[CH2:31][CH2:30][CH2:29][CH2:28]1)#[N:33]. (2) Given the reactants [CH2:1]([OH:4])[CH2:2][OH:3].[H-].[Na+].Br[CH2:8][C:9]1[CH:14]=[CH:13][C:12]([C:15]([CH3:18])([CH3:17])[CH3:16])=[CH:11][CH:10]=1.O, predict the reaction product. The product is: [CH3:18][C:15]([C:12]1[CH:11]=[CH:10][C:9]([CH2:8][O:3][CH2:2][CH2:1][OH:4])=[CH:14][CH:13]=1)([CH3:16])[CH3:17]. (3) Given the reactants [C:1]1([CH3:12])[CH:6]=[CH:5][C:4]([S:7]([NH:10][NH2:11])(=[O:9])=[O:8])=[CH:3][CH:2]=1.Cl.[N:14]1[CH:19]=[CH:18][CH:17]=[C:16]([CH:20]=O)[CH:15]=1, predict the reaction product. The product is: [CH3:12][C:1]1[CH:2]=[CH:3][C:4]([S:7]([NH:10][N:11]=[CH:20][C:16]2[CH:15]=[N:14][CH:19]=[CH:18][CH:17]=2)(=[O:8])=[O:9])=[CH:5][CH:6]=1. (4) Given the reactants [CH2:1]1[C@H:6]([NH2:7])[C@@H:5]([O:8][C@H:9]2[O:14][C@H:13]([CH2:15][NH2:16])[C@@H:12]([OH:17])[C@H:11]([OH:18])[C@H:10]2[OH:19])[C@H:4]([OH:20])[C@@H:3]([O:21][C@H:22]2[O:27][C@H:26]([CH2:28][OH:29])[C@@H:25]([OH:30])[C@H:24]([NH2:31])[C@H:23]2[OH:32])[C@@H:2]1[NH2:33].OS(O)(=O)=O, predict the reaction product. The product is: [CH2:1]1[C@H:6]([NH2:7])[C@@H:5]([O:8][C@@H:9]2[O:14][C@@H:13]([CH2:15][NH2:16])[C@H:12]([OH:17])[C@@H:11]([OH:18])[C@@H:10]2[OH:19])[C@H:4]([OH:20])[C@@H:3]([O:21][C@H:22]2[O:27][C@H:26]([CH2:28][OH:29])[C@@H:25]([OH:30])[C@H:24]([NH2:31])[C@H:23]2[OH:32])[C@@H:2]1[NH2:33]. (5) Given the reactants BrC[CH2:3][CH2:4][N:5]1[CH:9]=[C:8]([N+:10]([O-:12])=[O:11])[CH:7]=[N:6]1.[Br:13]CCCO, predict the reaction product. The product is: [Br:13][CH2:3][CH2:4][N:5]1[CH:9]=[C:8]([N+:10]([O-:12])=[O:11])[CH:7]=[N:6]1. (6) Given the reactants C[O:2][C:3]([C:5]1[CH:13]=[C:12]2[C:8]([C:9]([CH:32]3[CH2:37][CH2:36][CH2:35][CH2:34][CH2:33]3)=[C:10]([C:23]3[CH:28]=[CH:27][C:26]([NH2:29])=[C:25]([CH:30]=O)[CH:24]=3)[N:11]2[CH2:14][C:15]([N:17]2[CH2:22][CH2:21][O:20][CH2:19][CH2:18]2)=[O:16])=[CH:7][CH:6]=1)=[O:4].[CH3:38][O:39][C:40]1[C:45]([O:46][CH3:47])=[C:44]([O:48][CH3:49])[CH:43]=[CH:42][C:41]=1[C:50](=O)[CH3:51], predict the reaction product. The product is: [CH:32]1([C:9]2[C:8]3[C:12](=[CH:13][C:5]([C:3]([OH:2])=[O:4])=[CH:6][CH:7]=3)[N:11]([CH2:14][C:15]([N:17]3[CH2:22][CH2:21][O:20][CH2:19][CH2:18]3)=[O:16])[C:10]=2[C:23]2[CH:24]=[C:25]3[C:26](=[CH:27][CH:28]=2)[N:29]=[C:50]([C:41]2[CH:42]=[CH:43][C:44]([O:48][CH3:49])=[C:45]([O:46][CH3:47])[C:40]=2[O:39][CH3:38])[CH:51]=[CH:30]3)[CH2:37][CH2:36][CH2:35][CH2:34][CH2:33]1. (7) Given the reactants [OH:1][C:2]1[CH:11]=[C:10]2[C:5]([CH2:6][CH2:7][C:8](=[O:12])[NH:9]2)=[CH:4][CH:3]=1.C(=O)([O-])[O-].[K+].[K+], predict the reaction product. The product is: [CH2:6]([O:1][C:2]1[CH:11]=[C:10]2[C:5]([CH2:6][CH2:7][C:8](=[O:12])[NH:9]2)=[CH:4][CH:3]=1)[C:5]1[CH:10]=[CH:11][CH:2]=[CH:3][CH:4]=1. (8) Given the reactants [Br:1][CH2:2][CH2:3][CH2:4][N:5]1[C:9](=[O:10])[C:8]2=[CH:11][CH:12]=[CH:13][CH:14]=[C:7]2[C:6]1=[O:15].[C:16]1([P:22]([C:29]2[CH:34]=[CH:33][CH:32]=[CH:31][CH:30]=2)[C:23]2[CH:28]=[CH:27][CH:26]=[CH:25][CH:24]=2)[CH:21]=[CH:20][CH:19]=[CH:18][CH:17]=1, predict the reaction product. The product is: [Br-:1].[O:15]=[C:6]1[C:7]2[C:8](=[CH:11][CH:12]=[CH:13][CH:14]=2)[C:9](=[O:10])[N:5]1[CH2:4][CH2:3][CH2:2][P+:22]([C:23]1[CH:24]=[CH:25][CH:26]=[CH:27][CH:28]=1)([C:29]1[CH:34]=[CH:33][CH:32]=[CH:31][CH:30]=1)[C:16]1[CH:17]=[CH:18][CH:19]=[CH:20][CH:21]=1.